Dataset: Peptide-MHC class II binding affinity with 134,281 pairs from IEDB. Task: Regression. Given a peptide amino acid sequence and an MHC pseudo amino acid sequence, predict their binding affinity value. This is MHC class II binding data. (1) The peptide sequence is ASQKRPSQRSKYLASA. The MHC is H-2-IAu with pseudo-sequence H-2-IAu. The binding affinity (normalized) is 0.559. (2) The peptide sequence is NHFFNHHKVMLLGHS. The MHC is HLA-DPA10301-DPB10402 with pseudo-sequence HLA-DPA10301-DPB10402. The binding affinity (normalized) is 0.327.